From a dataset of Peptide-MHC class I binding affinity with 185,985 pairs from IEDB/IMGT. Regression. Given a peptide amino acid sequence and an MHC pseudo amino acid sequence, predict their binding affinity value. This is MHC class I binding data. (1) The MHC is H-2-Kb with pseudo-sequence H-2-Kb. The binding affinity (normalized) is 0.523. The peptide sequence is IYRSFYRRT. (2) The peptide sequence is LYRYIQWLR. The MHC is HLA-B58:01 with pseudo-sequence HLA-B58:01. The binding affinity (normalized) is 0.182. (3) The peptide sequence is ACQGVGGPGHK. The MHC is HLA-A23:01 with pseudo-sequence HLA-A23:01. The binding affinity (normalized) is 0. (4) The peptide sequence is AIVIWGQV. The MHC is Mamu-A02 with pseudo-sequence Mamu-A02. The binding affinity (normalized) is 0.0347. (5) The binding affinity (normalized) is 0.145. The MHC is HLA-B44:02 with pseudo-sequence HLA-B44:02. The peptide sequence is EELPDEFVV.